Dataset: Full USPTO retrosynthesis dataset with 1.9M reactions from patents (1976-2016). Task: Predict the reactants needed to synthesize the given product. (1) Given the product [OH:31][C:26]1[CH:27]=[CH:28][CH:29]=[CH:30][C:25]=1[C:16]1[N:15]=[C:14]([N:11]2[CH2:12][CH2:13][C@@H:9]([NH:8][C:33](=[O:34])[O:35][CH:36]([CH3:38])[CH3:37])[CH2:10]2)[C:23]2[C:18](=[CH:19][C:20]([CH3:24])=[CH:21][CH:22]=2)[N:17]=1, predict the reactants needed to synthesize it. The reactants are: C(N(CC)CC)C.[NH2:8][C@@H:9]1[CH2:13][CH2:12][N:11]([C:14]2[C:23]3[C:18](=[CH:19][C:20]([CH3:24])=[CH:21][CH:22]=3)[N:17]=[C:16]([C:25]3[CH:30]=[CH:29][CH:28]=[CH:27][C:26]=3[OH:31])[N:15]=2)[CH2:10]1.Cl[C:33]([O:35][CH:36]([CH3:38])[CH3:37])=[O:34].C1(C)C=CC=CC=1. (2) Given the product [Si:1]([O:8][C@H:9]1[CH2:18][C:17]([CH3:20])([CH3:19])[CH2:16][C:15]2[N:14]=[C:13]([CH:21]([CH3:23])[CH3:22])[C:12]([C@@H:24]([C:26]3[CH:31]=[CH:30][C:29]([O:32][CH:33]([CH3:35])[CH3:34])=[CH:28][CH:27]=3)[OH:25])=[C:11]([C:40]3[CH2:41][CH2:42][O:37][CH2:38][CH:39]=3)[C:10]1=2)([C:4]([CH3:7])([CH3:6])[CH3:5])([CH3:3])[CH3:2], predict the reactants needed to synthesize it. The reactants are: [Si:1]([O:8][C@H:9]1[CH2:18][C:17]([CH3:20])([CH3:19])[CH2:16][C:15]2[N:14]=[C:13]([CH:21]([CH3:23])[CH3:22])[C:12]([C@@H:24]([C:26]3[CH:31]=[CH:30][C:29]([O:32][CH:33]([CH3:35])[CH3:34])=[CH:28][CH:27]=3)[OH:25])=[C:11](I)[C:10]1=2)([C:4]([CH3:7])([CH3:6])[CH3:5])([CH3:3])[CH3:2].[O:37]1[CH2:42][CH:41]=[C:40](B2OC(C)(C)C(C)(C)O2)[CH2:39][CH2:38]1.C(=O)([O-])[O-].[Cs+].[Cs+].[F-].[Cs+]. (3) Given the product [C:43]([C:31]([CH2:41][CH3:42])([CH2:32]/[C:33](/[CH:39]=[CH2:40])=[CH:34]/[CH:35]=[C:36](/[F:38])\[CH3:37])[CH2:30][CH2:29][N:27]([CH3:28])[C:26]([CH:10]1[CH2:9][NH:8][C:13]2[CH:14]=[C:15]([Cl:25])[C:16]([N:18]([CH3:24])[C:19]3[N:20]=[N:21][NH:22][N:23]=3)=[CH:17][C:12]=2[O:11]1)=[O:45])#[N:44], predict the reactants needed to synthesize it. The reactants are: C(OC([N:8]1[C:13]2[CH:14]=[C:15]([Cl:25])[C:16]([N:18]([CH3:24])[C:19]3[N:20]=[N:21][NH:22][N:23]=3)=[CH:17][C:12]=2[O:11][CH:10]([C:26](=[O:45])[N:27]([CH2:29][CH2:30][C:31]([C:43]#[N:44])([CH2:41][CH3:42])[CH2:32]/[C:33](/[CH:39]=[CH2:40])=[CH:34]/[CH:35]=[C:36](/[F:38])\[CH3:37])[CH3:28])[CH2:9]1)=O)(C)(C)C.FC(F)(F)C(O)=O. (4) Given the product [CH2:1]([O:8][C:9]1[CH:14]=[CH:13][C:12]([C:15]2[N:19]([CH:20]3[CH2:21][CH2:22][CH2:23][CH2:24][CH2:25]3)[C:18]3[CH:26]=[CH:27][C:28]([C:30]([OH:32])=[O:31])=[CH:29][C:17]=3[N:16]=2)=[CH:11][CH:10]=1)[C:2]1[CH:7]=[CH:6][CH:5]=[CH:4][CH:3]=1, predict the reactants needed to synthesize it. The reactants are: [CH2:1]([O:8][C:9]1[CH:14]=[CH:13][C:12]([C:15]2[N:19]([CH:20]3[CH2:25][CH2:24][CH2:23][CH2:22][CH2:21]3)[C:18]3[CH:26]=[CH:27][C:28]([C:30]([O:32]C)=[O:31])=[CH:29][C:17]=3[N:16]=2)=[CH:11][CH:10]=1)[C:2]1[CH:7]=[CH:6][CH:5]=[CH:4][CH:3]=1.[OH-].[Na+]. (5) Given the product [CH:1]1([NH:4][C:5](=[O:6])[C:7]2[CH:8]=[CH:9][C:10]([CH3:37])=[C:11]([N:13]3[C:22](=[O:23])[C:21]4[C:16](=[CH:17][CH:18]=[C:19]([O:24][C@@H:25]5[CH2:29][CH2:28][NH:27][CH2:26]5)[CH:20]=4)[N:15]=[CH:14]3)[CH:12]=2)[CH2:2][CH2:3]1, predict the reactants needed to synthesize it. The reactants are: [CH:1]1([NH:4][C:5]([C:7]2[CH:8]=[CH:9][C:10]([CH3:37])=[C:11]([N:13]3[C:22](=[O:23])[C:21]4[C:16](=[CH:17][CH:18]=[C:19]([O:24][C@@H:25]5[CH2:29][CH2:28][N:27](C(OC(C)(C)C)=O)[CH2:26]5)[CH:20]=4)[N:15]=[CH:14]3)[CH:12]=2)=[O:6])[CH2:3][CH2:2]1.Cl. (6) Given the product [OH:23][C:22]1[CH:21]=[CH:20][C:15]([C:16]([O:18][CH3:19])=[O:17])=[CH:14][C:13]=1[CH:11]=[CH2:1], predict the reactants needed to synthesize it. The reactants are: [CH3:1][Si]([N-][Si](C)(C)C)(C)C.[Li+].[CH:11]([C:13]1[CH:14]=[C:15]([CH:20]=[CH:21][C:22]=1[OH:23])[C:16]([O:18][CH3:19])=[O:17])=O. (7) Given the product [Cl:13][C:10]1[C:9]2[C:4](=[CH:5][C:6]([F:15])=[CH:7][C:8]=2[F:14])[N:3]=[C:2]([C:18]2[CH:19]=[N:20][CH:21]=[CH:22][C:17]=2[CH3:16])[C:11]=1[CH3:12], predict the reactants needed to synthesize it. The reactants are: Cl[C:2]1[C:11]([CH3:12])=[C:10]([Cl:13])[C:9]2[C:4](=[CH:5][C:6]([F:15])=[CH:7][C:8]=2[F:14])[N:3]=1.[CH3:16][C:17]1[CH:22]=[CH:21][N:20]=[CH:19][C:18]=1B(O)O.C(=O)([O-])[O-].[K+].[K+]. (8) Given the product [Br:1][C:2]1[C:11]2[C:6](=[CH:7][CH:8]=[CH:9][C:10]=2[C:12]([F:15])([F:14])[F:13])[N:5]=[C:4]([CH2:16][Br:18])[CH:3]=1, predict the reactants needed to synthesize it. The reactants are: [Br:1][C:2]1[C:11]2[C:6](=[CH:7][CH:8]=[CH:9][C:10]=2[C:12]([F:15])([F:14])[F:13])[N:5]=[C:4]([CH2:16]O)[CH:3]=1.[Br:18]N1C(=O)CCC1=O.N(C(C)(C)C#N)=NC(C)(C)C#N. (9) Given the product [Br:1][C:2]1[CH:3]=[CH:4][C:5](=[O:22])[N:6]([CH2:10][CH2:11][C:12]2[CH:21]=[CH:20][C:15]([C:16]([O:18][CH3:19])=[O:17])=[CH:14][CH:13]=2)[C:7]=1[CH2:8][N:30]1[C:31]2[C:27](=[CH:26][CH:25]=[C:24]([CH3:23])[CH:32]=2)[CH2:28][CH2:29]1, predict the reactants needed to synthesize it. The reactants are: [Br:1][C:2]1[CH:3]=[CH:4][C:5](=[O:22])[N:6]([CH2:10][CH2:11][C:12]2[CH:21]=[CH:20][C:15]([C:16]([O:18][CH3:19])=[O:17])=[CH:14][CH:13]=2)[C:7]=1[CH2:8]Br.[CH3:23][C:24]1[CH:32]=[C:31]2[C:27]([CH2:28][CH2:29][NH:30]2)=[CH:26][CH:25]=1.C(OCC)(=O)C.O.